This data is from Reaction yield outcomes from USPTO patents with 853,638 reactions. The task is: Predict the reaction yield, written as a fraction of the theoretical maximum amount of product (1.0 means a 100% yield; for example, 0.34 means a 34% yield). (1) The reactants are [CH:1]1[C:10]2[C:5](=[CH:6][CH:7]=[CH:8][CH:9]=2)[CH:4]=[CH:3][C:2]=1[C:11]#[C:12][CH:13]=[O:14].[CH2:15]([Mg]Br)[CH:16]=[CH2:17]. The catalyst is O1CCCC1. The product is [CH:1]1[C:10]2[C:5](=[CH:6][CH:7]=[CH:8][CH:9]=2)[CH:4]=[CH:3][C:2]=1[C:11]#[C:12][CH:13]([OH:14])[CH2:17][CH:16]=[CH2:15]. The yield is 0.470. (2) The catalyst is ClCCl. The product is [Br:52][CH2:24][C:22]1[S:23][C:19]([C:4]2[CH:5]=[C:6]([NH:8][C:9]3[N:14]=[C:13]([C:15]([F:18])([F:17])[F:16])[CH:12]=[CH:11][N:10]=3)[CH:7]=[C:2]([CH3:1])[CH:3]=2)=[CH:20][N:21]=1. The yield is 0.490. The reactants are [CH3:1][C:2]1[CH:3]=[C:4]([C:19]2[S:23][C:22]([CH2:24]O)=[N:21][CH:20]=2)[CH:5]=[C:6]([NH:8][C:9]2[N:14]=[C:13]([C:15]([F:18])([F:17])[F:16])[CH:12]=[CH:11][N:10]=2)[CH:7]=1.C1(P(C2C=CC=CC=2)C2C=CC=CC=2)C=CC=CC=1.C1C(=O)N([Br:52])C(=O)C1. (3) The reactants are [CH3:1][O:2][C:3]1[CH:4]=[C:5]([CH:20]=[CH:21][C:22]=1[O:23][CH3:24])[C:6]([N:8]1[C:17]2[C:12](=[CH:13][CH:14]=[CH:15][CH:16]=2)[C@H:11](O)[CH2:10][C@@H:9]1[CH3:19])=[O:7].[S:25]1[C:30]2[CH:31]=[CH:32][CH:33]=[CH:34][C:29]=2[NH:28][CH2:27][CH2:26]1. No catalyst specified. The product is [CH3:1][O:2][C:3]1[CH:4]=[C:5]([CH:20]=[CH:21][C:22]=1[O:23][CH3:24])[C:6]([N:8]1[C:17]2[C:12](=[CH:13][CH:14]=[CH:15][CH:16]=2)[CH:11]([N:28]2[C:29]3[CH:34]=[CH:33][CH:32]=[CH:31][C:30]=3[S:25][CH2:26][CH2:27]2)[CH2:10][CH:9]1[CH3:19])=[O:7]. The yield is 0.250. (4) The reactants are [Cl:1][C:2]1[CH:7]=[CH:6][CH:5]=[CH:4][C:3]=1[C:8]1[N:9]([C:22]2[CH:27]=[CH:26][C:25]([Cl:28])=[CH:24][CH:23]=2)[CH:10]=[C:11]([C:13]([N:15]2[CH2:20][CH2:19][C:18](=[O:21])[CH2:17][CH2:16]2)=[O:14])[N:12]=1.[F:29][C:30]1[CH:35]=[CH:34][C:33]([Mg]Br)=[CH:32][CH:31]=1.[NH4+].[Cl-].O. The catalyst is C1COCC1. The product is [Cl:1][C:2]1[CH:7]=[CH:6][CH:5]=[CH:4][C:3]=1[C:8]1[N:9]([C:22]2[CH:23]=[CH:24][C:25]([Cl:28])=[CH:26][CH:27]=2)[CH:10]=[C:11]([C:13]([N:15]2[CH2:16][CH2:17][C:18]([C:33]3[CH:34]=[CH:35][C:30]([F:29])=[CH:31][CH:32]=3)([OH:21])[CH2:19][CH2:20]2)=[O:14])[N:12]=1. The yield is 0.460. (5) The reactants are Cl[C:2]1[C:3]2[C:15]3[CH2:16][CH2:17][CH2:18][CH2:19][C:14]=3[S:13][C:4]=2[N:5]=[C:6]([CH2:8][O:9][C:10](=[O:12])[CH3:11])[N:7]=1.Cl.[CH:21]1([CH2:24][NH2:25])[CH2:23]C1.[CH2:26](N(CC)CC)C. The catalyst is C(#N)C. The product is [CH:24]1([N:25]([CH3:26])[C:2]2[C:3]3[C:15]4[CH2:16][CH2:17][CH2:18][CH2:19][C:14]=4[S:13][C:4]=3[N:5]=[C:6]([CH2:8][O:9][C:10](=[O:12])[CH3:11])[N:7]=2)[CH2:21][CH2:23]1. The yield is 0.890. (6) The reactants are Cl[C:2]1[N:7]=[C:6]([CH3:8])[N:5]=[C:4]([N:9]([CH3:18])[CH2:10][CH2:11][C:12]2[CH:17]=[CH:16][N:15]=[CH:14][CH:13]=2)[C:3]=1[F:19].O.[NH2:21][NH2:22]. The catalyst is CS(C)=O. The product is [F:19][C:3]1[C:4]([N:9]([CH3:18])[CH2:10][CH2:11][C:12]2[CH:17]=[CH:16][N:15]=[CH:14][CH:13]=2)=[N:5][C:6]([CH3:8])=[N:7][C:2]=1[NH:21][NH2:22]. The yield is 0.630.